From a dataset of Experimental lipophilicity measurements (octanol/water distribution) for 4,200 compounds from AstraZeneca. Regression/Classification. Given a drug SMILES string, predict its absorption, distribution, metabolism, or excretion properties. Task type varies by dataset: regression for continuous measurements (e.g., permeability, clearance, half-life) or binary classification for categorical outcomes (e.g., BBB penetration, CYP inhibition). For this dataset (lipophilicity_astrazeneca), we predict Y. (1) The drug is COc1ccc2c(C)nc(NC(=N)N)nc2c1. The Y is -0.510 logD. (2) The molecule is CC(=O)[C@@]1(O)CC[C@H]2[C@@H]3C[C@H](C)C4=CC(=O)C=C[C@]4(C)[C@@]3(F)[C@@H](O)C[C@@]21C. The Y is 2.65 logD.